Dataset: Peptide-MHC class I binding affinity with 185,985 pairs from IEDB/IMGT. Task: Regression. Given a peptide amino acid sequence and an MHC pseudo amino acid sequence, predict their binding affinity value. This is MHC class I binding data. (1) The peptide sequence is IHSNAEYGYN. The MHC is Mamu-B17 with pseudo-sequence Mamu-B17. The binding affinity (normalized) is 0.305. (2) The peptide sequence is YLKDQAQLNAW. The MHC is Mamu-B17 with pseudo-sequence Mamu-B17. The binding affinity (normalized) is 0.197. (3) The peptide sequence is ILRPLGIEY. The MHC is HLA-A30:01 with pseudo-sequence HLA-A30:01. The binding affinity (normalized) is 0.683. (4) The peptide sequence is AMFIGHATA. The MHC is HLA-B39:01 with pseudo-sequence HLA-B39:01. The binding affinity (normalized) is 0.0847. (5) The peptide sequence is DICSKHMDA. The MHC is HLA-A02:02 with pseudo-sequence HLA-A02:02. The binding affinity (normalized) is 0. (6) The peptide sequence is IVLPEKDSW. The MHC is HLA-B57:01 with pseudo-sequence HLA-B57:01. The binding affinity (normalized) is 0.727.